Task: Predict the reaction yield, written as a fraction of the theoretical maximum amount of product (1.0 means a 100% yield; for example, 0.34 means a 34% yield).. Dataset: Reaction yield outcomes from USPTO patents with 853,638 reactions (1) The reactants are [Cl:1][S:2]([OH:5])(=O)=[O:3].[NH:6]1[C:14]2[C:9](=[CH:10][CH:11]=[CH:12][CH:13]=2)[CH2:8][C:7]1=[O:15]. The catalyst is O. The product is [Cl:1][S:2]([C:11]1[CH:10]=[C:9]2[C:14](=[CH:13][CH:12]=1)[NH:6][C:7](=[O:15])[CH2:8]2)(=[O:5])=[O:3]. The yield is 0.500. (2) The reactants are [CH3:1][NH:2][C:3]([CH:5]1[CH2:10][N:9](C(OCC2C=CC=CC=2)=O)[CH2:8][CH2:7][N:6]1[C:21]([O:23][C:24]([CH3:27])([CH3:26])[CH3:25])=[O:22])=[O:4]. The catalyst is CO. The product is [CH3:1][NH:2][C:3]([CH:5]1[CH2:10][NH:9][CH2:8][CH2:7][N:6]1[C:21]([O:23][C:24]([CH3:27])([CH3:26])[CH3:25])=[O:22])=[O:4]. The yield is 0.270. (3) The reactants are [CH2:1]([O:8][C:9]([N:11]1[CH2:15][CH:14]([OH:16])[CH2:13][N:12]1[C:17](=[O:26])[CH2:18][C:19]1[CH:24]=[CH:23][C:22]([F:25])=[CH:21][CH:20]=1)=[O:10])[C:2]1[CH:7]=[CH:6][CH:5]=[CH:4][CH:3]=1.Cl[C:28]([O:30][C:31]1[CH:36]=[CH:35][C:34]([N+:37]([O-:39])=[O:38])=[CH:33][CH:32]=1)=[O:29].N1C=CC=CC=1. The catalyst is ClCCl.O. The product is [CH2:1]([O:8][C:9]([N:11]1[CH2:15][CH:14]([O:16][C:28]([O:30][C:31]2[CH:32]=[CH:33][C:34]([N+:37]([O-:39])=[O:38])=[CH:35][CH:36]=2)=[O:29])[CH2:13][N:12]1[C:17](=[O:26])[CH2:18][C:19]1[CH:24]=[CH:23][C:22]([F:25])=[CH:21][CH:20]=1)=[O:10])[C:2]1[CH:7]=[CH:6][CH:5]=[CH:4][CH:3]=1. The yield is 0.860. (4) The reactants are C(O)(C(F)(F)F)=O.[S:8]1[CH:12]=[CH:11][N:10]=[C:9]1[C:13]([N:15]1[CH2:20][CH2:19][CH:18]([CH:21]2[CH2:24][N:23](C(OC(C)(C)C)=O)[CH2:22]2)[CH2:17][CH2:16]1)=[O:14]. The catalyst is C(Cl)Cl. The product is [NH:23]1[CH2:22][CH:21]([CH:18]2[CH2:17][CH2:16][N:15]([C:13]([C:9]3[S:8][CH:12]=[CH:11][N:10]=3)=[O:14])[CH2:20][CH2:19]2)[CH2:24]1. The yield is 0.850. (5) The reactants are [CH3:1][O:2][C:3](=[O:13])[C:4]1[CH:9]=[CH:8][C:7]([CH2:10]O)=[N:6][C:5]=1[Cl:12].S(Cl)(C)(=O)=O.[N-:19]=[N+:20]=[N-:21].[Na+]. The catalyst is ClCCl.C(OCC)(=O)C. The product is [CH3:1][O:2][C:3](=[O:13])[C:4]1[CH:9]=[CH:8][C:7]([CH2:10][N:19]=[N+:20]=[N-:21])=[N:6][C:5]=1[Cl:12]. The yield is 0.850. (6) The reactants are [CH2:1]([OH:7])[C@@H:2]([OH:6])[CH2:3][CH2:4][OH:5].[CH3:8][C:9]([CH3:11])=O.O.C1(C)C=CC(S(O)(=O)=O)=CC=1. The catalyst is C(N(CC)CC)C. The product is [CH3:8][C:9]1([CH3:11])[O:6][C@@H:2]([CH2:3][CH2:4][OH:5])[CH2:1][O:7]1. The yield is 0.730.